Dataset: Reaction yield outcomes from USPTO patents with 853,638 reactions. Task: Predict the reaction yield, written as a fraction of the theoretical maximum amount of product (1.0 means a 100% yield; for example, 0.34 means a 34% yield). (1) The reactants are [CH3:1][C:2]1([OH:15])[CH2:5][N:4]([C:6]2[CH:7]=[N:8][C:9]([N+:12]([O-])=O)=[CH:10][CH:11]=2)[CH2:3]1. The catalyst is [Pd].CO. The product is [NH2:12][C:9]1[N:8]=[CH:7][C:6]([N:4]2[CH2:5][C:2]([CH3:1])([OH:15])[CH2:3]2)=[CH:11][CH:10]=1. The yield is 0.920. (2) The reactants are C(OC(=O)[NH:7][CH2:8][CH2:9][C:10](=[O:33])[NH:11][C:12]1[CH:13]=[C:14]2[C:19](=[CH:20][CH:21]=1)[N:18]=[CH:17][N:16]=[C:15]2[NH:22][C:23]1[CH:24]=[C:25]2[C:29](=[CH:30][CH:31]=1)[NH:28][C:27]([CH3:32])=[CH:26]2)(C)(C)C.FC(F)(F)C(O)=O. The catalyst is C(Cl)Cl.C(=O)(O)[O-].[Na+]. The product is [NH2:7][CH2:8][CH2:9][C:10]([NH:11][C:12]1[CH:13]=[C:14]2[C:19](=[CH:20][CH:21]=1)[N:18]=[CH:17][N:16]=[C:15]2[NH:22][C:23]1[CH:24]=[C:25]2[C:29](=[CH:30][CH:31]=1)[NH:28][C:27]([CH3:32])=[CH:26]2)=[O:33]. The yield is 0.820. (3) The reactants are [OH:1][C:2]1[C:11]([C:12]([O:14][CH2:15][CH3:16])=[O:13])=[C:10]([C:17]([O:19][CH2:20][CH3:21])=[O:18])[C:9]([OH:22])=[C:8]2[C:3]=1[CH:4]=[CH:5][CH:6]=[N:7]2.FC(F)(F)S(O[CH2:29][C:30]([F:33])([F:32])[F:31])(=O)=O.C([O-])([O-])=O.[K+].[K+].[NH4+].[Cl-]. The catalyst is CN(C=O)C. The product is [F:31][C:30]([F:33])([F:32])[CH2:29][O:1][C:2]1[C:11]([C:12]([O:14][CH2:15][CH3:16])=[O:13])=[C:10]([C:17]([O:19][CH2:20][CH3:21])=[O:18])[C:9]([O:22][CH2:29][C:30]([F:31])([F:32])[F:33])=[C:8]2[C:3]=1[CH:4]=[CH:5][CH:6]=[N:7]2. The yield is 0.950. (4) The reactants are [C:1]([C:4]1[NH:8][N:7]=[C:6]([C:9]([NH:11][C@@H:12]([CH3:29])[CH2:13][N:14]2[CH:18]=[CH:17][C:16]([C:19]3[CH:24]=[C:23]([F:25])[C:22]([C:26]#[N:27])=[C:21]([F:28])[CH:20]=3)=[N:15]2)=[O:10])[CH:5]=1)(=[O:3])[CH3:2].[BH4-].[Na+].[Cl-].[NH4+]. The catalyst is C(O)C. The product is [C:26]([C:22]1[C:23]([F:25])=[CH:24][C:19]([C:16]2[CH:17]=[CH:18][N:14]([CH2:13][C@@H:12]([NH:11][C:9]([C:6]3[CH:5]=[C:4]([CH:1]([OH:3])[CH3:2])[NH:8][N:7]=3)=[O:10])[CH3:29])[N:15]=2)=[CH:20][C:21]=1[F:28])#[N:27]. The yield is 0.0300. (5) The reactants are [CH3:1][N:2]([CH3:26])[C:3]([C:5]1[CH:25]=[CH:24][C:8]([O:9][C:10]2[C:15]3[CH:16]=[C:17]([CH2:19][CH3:20])[O:18][C:14]=3[CH:13]=[C:12]([C:21](O)=[O:22])[CH:11]=2)=[CH:7][CH:6]=1)=[O:4].CN(C(ON1N=NC2C=CC=NC1=2)=[N+](C)C)C.F[P-](F)(F)(F)(F)F.CCN(C(C)C)C(C)C.[CH3:60][C:61]1[CH:62]=[CH:63][C:64]([NH2:67])=[N:65][CH:66]=1. The catalyst is CN(C=O)C.O. The product is [CH3:1][N:2]([CH3:26])[C:3]([C:5]1[CH:6]=[CH:7][C:8]([O:9][C:10]2[C:15]3[CH:16]=[C:17]([CH2:19][CH3:20])[O:18][C:14]=3[CH:13]=[C:12]([C:21]([NH:67][C:64]3[CH:63]=[CH:62][C:61]([CH3:60])=[CH:66][N:65]=3)=[O:22])[CH:11]=2)=[CH:24][CH:25]=1)=[O:4]. The yield is 0.270. (6) The reactants are Cl.[CH3:2][NH:3][CH3:4].[CH2:5]([O:23][C:24]1[CH:25]=[C:26]([CH:29]=[CH:30][C:31]=1[O:32][CH2:33][CH2:34][CH2:35][CH2:36][CH2:37][CH2:38][CH2:39][CH2:40]/[CH:41]=[CH:42]\[CH2:43]/[CH:44]=[CH:45]\[CH2:46][CH2:47][CH2:48][CH2:49][CH3:50])[CH:27]=O)[CH2:6][CH2:7][CH2:8][CH2:9][CH2:10][CH2:11][CH2:12]/[CH:13]=[CH:14]\[CH2:15]/[CH:16]=[CH:17]\[CH2:18][CH2:19][CH2:20][CH2:21][CH3:22].[BH4-].[Na+].N. The catalyst is C(O)C.CC(C)[O-].CC(C)[O-].CC(C)[O-].CC(C)[O-].[Ti+4].ClCCl. The product is [CH3:2][N:3]([CH2:27][C:26]1[CH:29]=[CH:30][C:31]([O:32][CH2:33][CH2:34][CH2:35][CH2:36][CH2:37][CH2:38][CH2:39][CH2:40]/[CH:41]=[CH:42]\[CH2:43]/[CH:44]=[CH:45]\[CH2:46][CH2:47][CH2:48][CH2:49][CH3:50])=[C:24]([O:23][CH2:5][CH2:6][CH2:7][CH2:8][CH2:9][CH2:10][CH2:11][CH2:12]/[CH:13]=[CH:14]\[CH2:15]/[CH:16]=[CH:17]\[CH2:18][CH2:19][CH2:20][CH2:21][CH3:22])[CH:25]=1)[CH3:4]. The yield is 0.740. (7) The catalyst is CCOCC. The product is [Br:1][CH2:14][C:13]([C:11]1[CH:10]=[CH:9][C:4]([C:5]([O:7][CH3:8])=[O:6])=[C:3]([Cl:2])[CH:12]=1)=[O:17]. The yield is 0.790. The reactants are [BrH:1].[Cl:2][C:3]1[CH:12]=[C:11]([C:13](=[O:17])[CH:14]=[N+]=[N-])[CH:10]=[CH:9][C:4]=1[C:5]([O:7][CH3:8])=[O:6]. (8) The product is [Cl:1][C:2]1[CH:3]=[CH:4][C:5]([OH:11])=[C:6]([CH:10]=1)[C:7]([NH:23][CH2:22][C:17]1[CH:18]=[N:19][CH:20]=[CH:21][N:16]=1)=[O:9]. The reactants are [Cl:1][C:2]1[CH:10]=[C:6]([C:7]([OH:9])=O)[C:5]([OH:11])=[CH:4][CH:3]=1.S(Cl)(Cl)=O.[N:16]1[CH:21]=[CH:20][N:19]=[CH:18][C:17]=1[CH2:22][NH2:23].C(N(CC)C(C)C)(C)C. The catalyst is ClCCl.CN(C)C=O.CN(C1C=CN=CC=1)C. The yield is 0.310. (9) The reactants are Br[C:2]1[C:3]([C:17]2[CH:22]=[CH:21][CH:20]=[CH:19][CH:18]=2)=[CH:4][C:5]2[N:10]([CH2:11][CH:12]3[CH2:14][CH2:13]3)[C:9](=[O:15])[CH2:8][O:7][C:6]=2[N:16]=1.CC1(C)C(C)(C)OB([C:31]2[CH:45]=[CH:44][C:34]([CH2:35][NH:36][C:37](=[O:43])[O:38][C:39]([CH3:42])([CH3:41])[CH3:40])=[CH:33][CH:32]=2)O1.C(=O)([O-])[O-].[Cs+].[Cs+]. The catalyst is O1CCOCC1.O. The product is [CH:12]1([CH2:11][N:10]2[C:9](=[O:15])[CH2:8][O:7][C:6]3[N:16]=[C:2]([C:31]4[CH:45]=[CH:44][C:34]([CH2:35][NH:36][C:37](=[O:43])[O:38][C:39]([CH3:40])([CH3:41])[CH3:42])=[CH:33][CH:32]=4)[C:3]([C:17]4[CH:22]=[CH:21][CH:20]=[CH:19][CH:18]=4)=[CH:4][C:5]2=3)[CH2:14][CH2:13]1. The yield is 0.740. (10) The reactants are [C:1]([C:5]1[N:9]([CH2:10][CH:11]2[CH2:16][CH2:15][C:14]([F:18])([F:17])[CH2:13][CH2:12]2)[C:8]2[CH:19]=[CH:20][C:21]([S:23]([N:26]3[CH2:29][CH:28]([N:30]=[C:31]=[O:32])[CH2:27]3)(=[O:25])=[O:24])=[CH:22][C:7]=2[N:6]=1)([CH3:4])([CH3:3])[CH3:2].[CH:33]1([NH2:36])[CH2:35][CH2:34]1. The catalyst is C1COCC1. The product is [C:1]([C:5]1[N:9]([CH2:10][CH:11]2[CH2:12][CH2:13][C:14]([F:17])([F:18])[CH2:15][CH2:16]2)[C:8]2[CH:19]=[CH:20][C:21]([S:23]([N:26]3[CH2:27][CH:28]([NH:30][C:31]([NH:36][CH:33]4[CH2:35][CH2:34]4)=[O:32])[CH2:29]3)(=[O:25])=[O:24])=[CH:22][C:7]=2[N:6]=1)([CH3:4])([CH3:2])[CH3:3]. The yield is 0.440.